Predict the reactants needed to synthesize the given product. From a dataset of Full USPTO retrosynthesis dataset with 1.9M reactions from patents (1976-2016). (1) Given the product [Br:1][C:2]1[CH:3]=[C:4]([NH:8][C@H:9]([C:22]2[CH:27]=[CH:26][CH:25]=[CH:24][CH:23]=2)[CH2:10][NH2:11])[CH:5]=[N:6][CH:7]=1, predict the reactants needed to synthesize it. The reactants are: [Br:1][C:2]1[CH:3]=[C:4]([NH:8][C@H:9]([C:22]2[CH:27]=[CH:26][CH:25]=[CH:24][CH:23]=2)[CH2:10][N:11]2C(=O)C3C(=CC=CC=3)C2=O)[CH:5]=[N:6][CH:7]=1.O.NN. (2) Given the product [CH3:11][N:12]1[C:20]2[CH:19]=[CH:18][CH:17]=[CH:16][C:15]=2[C:14]2[C:21]([C:33]([N:5]3[CH2:10][CH2:9][CH2:8][CH2:7][CH2:6]3)=[O:34])=[N:22][N:23]([C:26]3[CH:31]=[CH:30][C:29]([CH3:32])=[CH:28][CH:27]=3)[C:24](=[O:25])[C:13]1=2, predict the reactants needed to synthesize it. The reactants are: C[Al](C)C.[NH:5]1[CH2:10][CH2:9][CH2:8][CH2:7][CH2:6]1.[CH3:11][N:12]1[C:20]2[CH:19]=[CH:18][CH:17]=[CH:16][C:15]=2[C:14]2[C:21]([C:33](OCC)=[O:34])=[N:22][N:23]([C:26]3[CH:31]=[CH:30][C:29]([CH3:32])=[CH:28][CH:27]=3)[C:24](=[O:25])[C:13]1=2. (3) Given the product [CH3:48][O:12][C:10](=[O:11])[C@@H:9]([NH:13][C:14]([C:16]1[N:17]=[CH:18][C:19]2[C:24]([CH:25]=1)=[CH:23][CH:22]=[C:21]([O:26][C:27]1[CH:32]=[CH:31][C:30]([C:33]([CH3:36])([CH3:35])[CH3:34])=[CH:29][CH:28]=1)[CH:20]=2)=[O:15])[CH2:8][C:5]1[CH:6]=[CH:7][C:2]([C:40]2[CH:41]=[CH:42][C:43]([F:44])=[C:38]([Cl:37])[CH:39]=2)=[CH:3][CH:4]=1, predict the reactants needed to synthesize it. The reactants are: Br[C:2]1[CH:7]=[CH:6][C:5]([CH2:8][C@H:9]([NH:13][C:14]([C:16]2[N:17]=[CH:18][C:19]3[C:24]([CH:25]=2)=[CH:23][CH:22]=[C:21]([O:26][C:27]2[CH:32]=[CH:31][C:30]([C:33]([CH3:36])([CH3:35])[CH3:34])=[CH:29][CH:28]=2)[CH:20]=3)=[O:15])[C:10]([OH:12])=[O:11])=[CH:4][CH:3]=1.[Cl:37][C:38]1[CH:39]=[C:40](B(O)O)[CH:41]=[CH:42][C:43]=1[F:44].[C:48]1(C)C=CC=CC=1. (4) Given the product [C:29]([O:33][C:34]([N:19]1[C:20]2[C:25](=[CH:24][CH:23]=[C:22]([Cl:26])[CH:21]=2)/[C:17](=[CH:16]/[C:10]2[CH:11]=[C:12]([F:15])[CH:13]=[CH:14][C:9]=2[O:8][C:5]([C:4]([O:3][CH2:1][CH3:2])=[O:28])([CH3:7])[CH3:6])/[C:18]1=[O:27])=[O:35])([CH3:32])([CH3:31])[CH3:30], predict the reactants needed to synthesize it. The reactants are: [CH2:1]([O:3][C:4](=[O:28])[C:5]([O:8][C:9]1[CH:14]=[CH:13][C:12]([F:15])=[CH:11][C:10]=1/[CH:16]=[C:17]1\[C:18](=[O:27])[NH:19][C:20]2[C:25]\1=[CH:24][CH:23]=[C:22]([Cl:26])[CH:21]=2)([CH3:7])[CH3:6])[CH3:2].[C:29]([O:33][C:34](O[C:34]([O:33][C:29]([CH3:32])([CH3:31])[CH3:30])=[O:35])=[O:35])([CH3:32])([CH3:31])[CH3:30]. (5) Given the product [CH2:16]([O:9][C:8]1[C:3]([CH2:2][OH:1])=[N:4][CH:5]=[CH:6][CH:7]=1)[C:17]1[CH:22]=[CH:21][CH:20]=[CH:19][CH:18]=1, predict the reactants needed to synthesize it. The reactants are: [OH:1][CH2:2][C:3]1[C:8]([OH:9])=[CH:7][CH:6]=[CH:5][N:4]=1.C(=O)([O-])[O-].[K+].[K+].[CH2:16](Br)[C:17]1[CH:22]=[CH:21][CH:20]=[CH:19][CH:18]=1.